From a dataset of Catalyst prediction with 721,799 reactions and 888 catalyst types from USPTO. Predict which catalyst facilitates the given reaction. (1) Reactant: [CH2:1]([C:3]1[C:4]([C:15]2[CH:16]=[C:17]3[C:21](=[CH:22][CH:23]=2)[N:20]([CH3:24])[C:19]([CH:25]2[CH2:30][N:29]([C:31]([O:33][C:34]([CH3:37])([CH3:36])[CH3:35])=[O:32])[CH2:28][CH2:27][N:26]2C(OCC2C=CC=CC=2)=O)=[CH:18]3)=[N:5][C:6]([O:13][CH3:14])=[C:7]([C:9]([O:11][CH3:12])=[O:10])[CH:8]=1)[CH3:2]. Product: [CH2:1]([C:3]1[C:4]([C:15]2[CH:16]=[C:17]3[C:21](=[CH:22][CH:23]=2)[N:20]([CH3:24])[C:19]([CH:25]2[NH:26][CH2:27][CH2:28][N:29]([C:31]([O:33][C:34]([CH3:35])([CH3:37])[CH3:36])=[O:32])[CH2:30]2)=[CH:18]3)=[N:5][C:6]([O:13][CH3:14])=[C:7]([C:9]([O:11][CH3:12])=[O:10])[CH:8]=1)[CH3:2]. The catalyst class is: 19. (2) Reactant: CN(C)C=O.[C:6]([O:10][C:11]([NH:13][C:14]1[CH:19]=[CH:18][CH:17]=[C:16]([CH3:20])[N:15]=1)=[O:12])([CH3:9])([CH3:8])[CH3:7].[H-].[Na+].Br[CH2:24][C:25]([O:27][C:28]([CH3:31])([CH3:30])[CH3:29])=[O:26]. Product: [C:6]([O:10][C:11]([N:13]([CH2:24][C:25]([O:27][C:28]([CH3:31])([CH3:30])[CH3:29])=[O:26])[C:14]1[CH:19]=[CH:18][CH:17]=[C:16]([CH3:20])[N:15]=1)=[O:12])([CH3:9])([CH3:8])[CH3:7]. The catalyst class is: 6.